This data is from Forward reaction prediction with 1.9M reactions from USPTO patents (1976-2016). The task is: Predict the product of the given reaction. (1) Given the reactants O[CH2:2][C@@H:3]([CH3:17])[CH2:4][N:5]1[C:10]2[CH:11]=[C:12]([CH3:15])[CH:13]=[CH:14][C:9]=2[O:8][CH2:7][C:6]1=[O:16].C1C=CC(P(C2C=CC=CC=2)C2C=CC=CC=2)=CC=1.N1C=CN=C1.[I:42]I, predict the reaction product. The product is: [I:42][CH2:2][C@@H:3]([CH3:17])[CH2:4][N:5]1[C:10]2[CH:11]=[C:12]([CH3:15])[CH:13]=[CH:14][C:9]=2[O:8][CH2:7][C:6]1=[O:16]. (2) Given the reactants [Br:1][C:2]1[CH:7]=[CH:6][C:5]([C:8]([CH3:19])([CH3:18])[CH2:9][C:10]([OH:17])([C:13]([F:16])([F:15])[F:14])[CH:11]=O)=[C:4]([O:20][CH3:21])[CH:3]=1.[NH2:22][C:23]1[CH:31]=[CH:30][CH:29]=[C:28]2[C:24]=1[CH2:25][C:26](=[O:32])[NH:27]2, predict the reaction product. The product is: [Br:1][C:2]1[CH:7]=[CH:6][C:5]([C:8]([CH3:18])([CH3:19])[CH2:9][C:10]([OH:17])([C:13]([F:16])([F:15])[F:14])[CH:11]=[N:22][C:23]2[CH:31]=[CH:30][CH:29]=[C:28]3[C:24]=2[CH2:25][C:26](=[O:32])[NH:27]3)=[C:4]([O:20][CH3:21])[CH:3]=1. (3) Given the reactants [CH3:1][Mg]Cl.N#N.COC(=O)[CH2:9][CH2:10][CH2:11][C:12]1[CH:17]=[CH:16][CH:15]=[CH:14][CH:13]=1.CC[O:21][CH2:22][CH3:23], predict the reaction product. The product is: [CH3:1][C:22]([CH3:23])([OH:21])[CH2:9][CH2:10][CH2:11][C:12]1[CH:17]=[CH:16][CH:15]=[CH:14][CH:13]=1. (4) Given the reactants Cl[C:2]1[N:3]=[C:4]([N:18]2[CH2:21][CH:20]([N:22]([CH3:30])[C:23](=[O:29])[O:24][C:25]([CH3:28])([CH3:27])[CH3:26])[CH2:19]2)[C:5]2[CH2:10][CH2:9][CH:8]([C:11]3[CH:16]=[CH:15][C:14]([F:17])=[CH:13][CH:12]=3)[C:6]=2[N:7]=1.[Cl:31][C:32]1[N:33]=[CH:34][N:35]([C:37]2[CH:43]=[CH:42][C:40]([NH2:41])=[CH:39][C:38]=2[O:44][CH3:45])[CH:36]=1, predict the reaction product. The product is: [Cl:31][C:32]1[N:33]=[CH:34][N:35]([C:37]2[CH:43]=[CH:42][C:40]([NH:41][C:2]3[N:3]=[C:4]([N:18]4[CH2:19][CH:20]([N:22]([CH3:30])[C:23](=[O:29])[O:24][C:25]([CH3:26])([CH3:28])[CH3:27])[CH2:21]4)[C:5]4[CH2:10][CH2:9][CH:8]([C:11]5[CH:12]=[CH:13][C:14]([F:17])=[CH:15][CH:16]=5)[C:6]=4[N:7]=3)=[CH:39][C:38]=2[O:44][CH3:45])[CH:36]=1. (5) Given the reactants [F:1][C:2]([F:45])([F:44])[C:3]1[CH:4]=[C:5]([C:13]([CH3:43])([CH3:42])[C:14]([N:16]([C:18]2[CH:19]=[N:20][C:21]([N:32]3[CH2:37][CH2:36][N:35]4[CH2:38][CH2:39][NH:40][CH2:41][CH:34]4[CH2:33]3)=[CH:22][C:23]=2[C:24]2[CH:29]=[CH:28][C:27]([F:30])=[CH:26][C:25]=2[CH3:31])[CH3:17])=[O:15])[CH:6]=[C:7]([C:9]([F:12])([F:11])[F:10])[CH:8]=1.C(N(CC)CC)C.[CH3:53][S:54](Cl)(=[O:56])=[O:55], predict the reaction product. The product is: [F:12][C:9]([F:11])([F:10])[C:7]1[CH:6]=[C:5]([C:13]([CH3:43])([CH3:42])[C:14]([N:16]([C:18]2[CH:19]=[N:20][C:21]([N:32]3[CH2:37][CH2:36][N:35]4[CH2:38][CH2:39][N:40]([S:54]([CH3:53])(=[O:56])=[O:55])[CH2:41][CH:34]4[CH2:33]3)=[CH:22][C:23]=2[C:24]2[CH:29]=[CH:28][C:27]([F:30])=[CH:26][C:25]=2[CH3:31])[CH3:17])=[O:15])[CH:4]=[C:3]([C:2]([F:44])([F:1])[F:45])[CH:8]=1. (6) The product is: [NH2:26][C:24]1[C:23]([O:29][CH3:30])=[CH:22][C:3]([CH2:4][CH2:5][N:6]([CH2:14][C:15]2[CH:20]=[CH:19][CH:18]=[C:17]([F:21])[CH:16]=2)[C:7](=[O:13])[O:8][C:9]([CH3:12])([CH3:10])[CH3:11])=[C:2]([Cl:1])[CH:25]=1. Given the reactants [Cl:1][C:2]1[CH:25]=[C:24]([N+:26]([O-])=O)[C:23]([O:29][CH3:30])=[CH:22][C:3]=1[CH2:4][CH2:5][N:6]([CH2:14][C:15]1[CH:20]=[CH:19][CH:18]=[C:17]([F:21])[CH:16]=1)[C:7](=[O:13])[O:8][C:9]([CH3:12])([CH3:11])[CH3:10].[NH4+].[Cl-], predict the reaction product. (7) Given the reactants [N+:1]([O-:4])(O)=[O:2].[O:5]=[C:6]1[N:10]2[C:11]3[CH:12]=[CH:13][CH:14]=[CH:15][C:16]=3[CH2:17][C@H:9]2[C@H:8]([CH2:18][NH:19][C:20](=[O:22])[CH3:21])[O:7]1, predict the reaction product. The product is: [N+:1]([C:14]1[CH:13]=[CH:12][C:11]2[N:10]3[C:6](=[O:5])[O:7][C@@H:8]([CH2:18][NH:19][C:20](=[O:22])[CH3:21])[C@@H:9]3[CH2:17][C:16]=2[CH:15]=1)([O-:4])=[O:2]. (8) Given the reactants [O:1]1[CH2:5][CH2:4]OC1=O.[CH3:7][C:8]1([CH3:20])[C:12]([CH3:14])([CH3:13])[O:11][B:10]([C:15]2[CH:16]=[N:17][NH:18][CH:19]=2)[O:9]1.C, predict the reaction product. The product is: [CH3:7][C:8]1([CH3:20])[C:12]([CH3:13])([CH3:14])[O:11][B:10]([C:15]2[CH:19]=[N:18][N:17]([CH2:4][CH2:5][OH:1])[CH:16]=2)[O:9]1. (9) The product is: [O:4]1[C:9]2[CH:10]=[CH:11][C:12]([CH2:14][N:15]([CH2:1][CH3:2])[CH:16]3[CH2:17][CH2:18][N:19]([CH2:22][CH2:23][S:24][C:25]4[CH:34]=[N:33][C:32]5[C:27](=[CH:28][C:29]([O:35][CH3:36])=[CH:30][CH:31]=5)[N:26]=4)[CH2:20][CH2:21]3)=[CH:13][C:8]=2[O:7][CH2:6][CH2:5]1. Given the reactants [CH:1](=O)[CH3:2].[O:4]1[C:9]2[CH:10]=[CH:11][C:12]([CH2:14][NH:15][CH:16]3[CH2:21][CH2:20][N:19]([CH2:22][CH2:23][S:24][C:25]4[CH:34]=[N:33][C:32]5[C:27](=[CH:28][C:29]([O:35][CH3:36])=[CH:30][CH:31]=5)[N:26]=4)[CH2:18][CH2:17]3)=[CH:13][C:8]=2[O:7][CH2:6][CH2:5]1, predict the reaction product. (10) Given the reactants CON(C)[C:4]([C:6]1[C:7]([NH2:15])=[N:8][C:9]([S:12][CH2:13][CH3:14])=[N:10][CH:11]=1)=[O:5].Br[C:18]1[CH:23]=[C:22]([F:24])[CH:21]=[CH:20][C:19]=1[CH3:25], predict the reaction product. The product is: [NH2:15][C:7]1[C:6]([C:4]([C:18]2[CH:23]=[C:22]([F:24])[CH:21]=[CH:20][C:19]=2[CH3:25])=[O:5])=[CH:11][N:10]=[C:9]([S:12][CH2:13][CH3:14])[N:8]=1.